From a dataset of Forward reaction prediction with 1.9M reactions from USPTO patents (1976-2016). Predict the product of the given reaction. (1) Given the reactants I(C1C=CC=CC=1C(O)=O)(=O)=O.[OH:13][CH2:14][CH:15]1[CH2:20][CH2:19][N:18]([C:21]([O:23][C:24]([CH3:27])([CH3:26])[CH3:25])=[O:22])[CH2:17][CH2:16]1, predict the reaction product. The product is: [CH:14]([CH:15]1[CH2:20][CH2:19][N:18]([C:21]([O:23][C:24]([CH3:27])([CH3:26])[CH3:25])=[O:22])[CH2:17][CH2:16]1)=[O:13]. (2) Given the reactants [CH3:1][O:2][C:3]([C:5]1[C:14]2[O:13][CH:12](Br)[CH:11]([Br:16])[O:10][C:9]=2[CH:8]=[CH:7][CH:6]=1)=[O:4].C[O-].[Na+], predict the reaction product. The product is: [CH3:1][O:2][C:3]([C:5]1[C:14]2[O:13][CH:12]=[C:11]([Br:16])[O:10][C:9]=2[CH:8]=[CH:7][CH:6]=1)=[O:4]. (3) Given the reactants [Cl:1][C:2]1[CH:3]=[C:4]([CH:8]2[CH:12]3[CH2:13][CH2:14][CH2:15][CH2:16][CH:11]3[O:10][CH:9]2O)[CH:5]=[CH:6][CH:7]=1.[N:18]1(C(OC(C)(C)C)=O)[CH2:23][CH2:22][NH:21][CH2:20][CH2:19]1.C(O[BH-](OC(=O)C)OC(=O)C)(=O)C.[Na+], predict the reaction product. The product is: [ClH:1].[ClH:1].[Cl:1][C:2]1[CH:3]=[C:4]([CH:8]([CH:12]2[CH2:13][CH2:14][CH2:15][CH2:16][CH:11]2[OH:10])[CH2:9][N:18]2[CH2:23][CH2:22][NH:21][CH2:20][CH2:19]2)[CH:5]=[CH:6][CH:7]=1. (4) Given the reactants [CH:1]1([NH:7][C:8](=[O:24])[NH:9][C:10]2[CH:15]=[CH:14][C:13]([C:16]3[CH:20]=[C:19]([C:21](O)=[O:22])[O:18][N:17]=3)=[CH:12][CH:11]=2)[CH2:6][CH2:5][CH2:4][CH2:3][CH2:2]1.Cl.[CH3:26][O:27][C:28](=[O:34])[C@@H:29]([NH2:33])[CH:30]([CH3:32])[CH3:31].[K+].[Br-], predict the reaction product. The product is: [CH3:26][O:27][C:28](=[O:34])[C@@H:29]([NH:33][C:21]([C:19]1[O:18][N:17]=[C:16]([C:13]2[CH:12]=[CH:11][C:10]([NH:9][C:8]([NH:7][CH:1]3[CH2:6][CH2:5][CH2:4][CH2:3][CH2:2]3)=[O:24])=[CH:15][CH:14]=2)[CH:20]=1)=[O:22])[CH:30]([CH3:32])[CH3:31]. (5) Given the reactants [CH2:1]([O:8][C:9]([N:11]1[CH2:17][CH2:16][CH2:15][NH:14][CH2:13][CH2:12]1)=[O:10])[C:2]1[CH:7]=[CH:6][CH:5]=[CH:4][CH:3]=1.Br[C:19]1[CH:20]=[CH:21][N:22]=[C:23]2[C:28]=1[N:27]=[C:26]([O:29][CH3:30])[CH:25]=[CH:24]2, predict the reaction product. The product is: [CH2:1]([O:8][C:9]([N:11]1[CH2:17][CH2:16][CH2:15][N:14]([C:19]2[C:28]3[C:23](=[CH:24][CH:25]=[C:26]([O:29][CH3:30])[N:27]=3)[N:22]=[CH:21][CH:20]=2)[CH2:13][CH2:12]1)=[O:10])[C:2]1[CH:7]=[CH:6][CH:5]=[CH:4][CH:3]=1. (6) Given the reactants CS([C:5]1[N:10]=[CH:9][C:8]([C:11]#[C:12][C:13]2[CH:18]=[CH:17][CH:16]=[CH:15][CH:14]=2)=[CH:7][N:6]=1)(=O)=O.Cl.[NH2:20][C@H:21]1[CH2:26][CH2:25][C@H:24]([OH:27])[CH2:23][CH2:22]1, predict the reaction product. The product is: [C:13]1([C:12]#[C:11][C:8]2[CH:7]=[N:6][C:5]([NH:20][C@H:21]3[CH2:26][CH2:25][C@H:24]([OH:27])[CH2:23][CH2:22]3)=[N:10][CH:9]=2)[CH:18]=[CH:17][CH:16]=[CH:15][CH:14]=1.